This data is from Retrosynthesis with 50K atom-mapped reactions and 10 reaction types from USPTO. The task is: Predict the reactants needed to synthesize the given product. Given the product COC(=O)CCS(=O)(=O)c1ccc2c(cnn2S(=O)(=O)C(C)C)c1, predict the reactants needed to synthesize it. The reactants are: CC(C)S(=O)(=O)n1ncc2cc(Br)ccc21.COC(=O)CCS(=O)[O-].